Predict which catalyst facilitates the given reaction. From a dataset of Catalyst prediction with 721,799 reactions and 888 catalyst types from USPTO. (1) Reactant: [OH:1][C:2]1[CH:3]=[C:4]2[C:9](=[CH:10][CH:11]=1)[CH:8]=[C:7]([C:12]([OH:14])=O)[CH:6]=[CH:5]2.C(N(CC)CC)C.Cl.CN(C)CCCN=C=NCC.[CH2:34]([N:41]1[CH2:46][CH2:45][CH:44]([NH2:47])[CH2:43][CH2:42]1)[C:35]1[CH:40]=[CH:39][CH:38]=[CH:37][CH:36]=1. Product: [CH2:34]([N:41]1[CH2:46][CH2:45][CH:44]([NH:47][C:12]([C:7]2[CH:6]=[CH:5][C:4]3[C:9](=[CH:10][CH:11]=[C:2]([OH:1])[CH:3]=3)[CH:8]=2)=[O:14])[CH2:43][CH2:42]1)[C:35]1[CH:36]=[CH:37][CH:38]=[CH:39][CH:40]=1. The catalyst class is: 6. (2) Reactant: C(O[BH-](OC(=O)C)OC(=O)C)(=O)C.[Na+].[Cl:15][C:16]1[CH:17]=[CH:18][C:19]([S:45]([CH2:48][CH3:49])(=[O:47])=[O:46])=[C:20]([CH:44]=1)[NH:21][N:22]1[C:31](=[O:32])[C:30]2[C:25](=[CH:26][C:27]([CH2:37][N:38]3[CH2:43][CH2:42][NH:41][CH2:40][CH2:39]3)=[C:28]([C:33]([F:36])([F:35])[F:34])[CH:29]=2)[N:24]=[CH:23]1.[CH3:50][C:51]([CH3:53])=O.C(=O)(O)[O-].[Na+]. Product: [Cl:15][C:16]1[CH:17]=[CH:18][C:19]([S:45]([CH2:48][CH3:49])(=[O:46])=[O:47])=[C:20]([CH:44]=1)[NH:21][N:22]1[C:31](=[O:32])[C:30]2[C:25](=[CH:26][C:27]([CH2:37][N:38]3[CH2:39][CH2:40][N:41]([CH:51]([CH3:53])[CH3:50])[CH2:42][CH2:43]3)=[C:28]([C:33]([F:36])([F:35])[F:34])[CH:29]=2)[N:24]=[CH:23]1. The catalyst class is: 1. (3) Reactant: [Br:1][C:2]1[CH:3]=[C:4]([NH2:13])[CH:5]=[C:6]([N:8]2[CH:12]=[CH:11][CH:10]=[N:9]2)[CH:7]=1.[C:14]([N:22]=[C:23]=[S:24])(=[O:21])[C:15]1[CH:20]=[CH:19][CH:18]=[CH:17][CH:16]=1. Product: [C:14]([NH:22][C:23]([NH:13][C:4]1[CH:5]=[C:6]([N:8]2[CH:12]=[CH:11][CH:10]=[N:9]2)[CH:7]=[C:2]([Br:1])[CH:3]=1)=[S:24])(=[O:21])[C:15]1[CH:20]=[CH:19][CH:18]=[CH:17][CH:16]=1. The catalyst class is: 21. (4) Reactant: [Cl:1][C:2]1[CH:29]=[CH:28][C:5]([CH2:6][C:7]2[C:8]([CH3:27])=[N:9][O:10][C:11]=2[C@H:12]2[CH2:16][CH2:15][CH2:14][N:13]2C(OCC2C=CC=CC=2)=O)=[CH:4][CH:3]=1.I[Si](C)(C)C. Product: [Cl:1][C:2]1[CH:29]=[CH:28][C:5]([CH2:6][C:7]2[C:8]([CH3:27])=[N:9][O:10][C:11]=2[C@H:12]2[CH2:16][CH2:15][CH2:14][NH:13]2)=[CH:4][CH:3]=1. The catalyst class is: 4. (5) Reactant: [Cl:1][C:2]1[CH:7]=[C:6]([O:8][C:9]2[CH:14]=[CH:13][C:12]([N:15]=[C:16]=[O:17])=[CH:11][CH:10]=2)[N:5]=[CH:4][N:3]=1.[N:18]1([CH:24]2[CH2:29][CH2:28][N:27]([C:30]3[CH:35]=[CH:34][C:33]([NH2:36])=[CH:32][C:31]=3[C:37]([F:40])([F:39])[F:38])[CH2:26][CH2:25]2)[CH2:23][CH2:22][CH2:21][CH2:20][CH2:19]1. Product: [N:18]1([CH:24]2[CH2:29][CH2:28][N:27]([C:30]3[CH:35]=[CH:34][C:33]([NH:36][C:16]([NH:15][C:12]4[CH:11]=[CH:10][C:9]([O:8][C:6]5[CH:7]=[C:2]([Cl:1])[N:3]=[CH:4][N:5]=5)=[CH:14][CH:13]=4)=[O:17])=[CH:32][C:31]=3[C:37]([F:40])([F:38])[F:39])[CH2:26][CH2:25]2)[CH2:23][CH2:22][CH2:21][CH2:20][CH2:19]1. The catalyst class is: 1.